Dataset: Catalyst prediction with 721,799 reactions and 888 catalyst types from USPTO. Task: Predict which catalyst facilitates the given reaction. Reactant: [O:1]1[CH2:6][CH2:5][CH:4]([CH2:7]O)[CH2:3][CH2:2]1.[Cl:9][C:10]1[N:18]=[C:17]2[C:13]([NH:14][CH:15]=[N:16]2)=[C:12]([Cl:19])[N:11]=1.C1(P(C2C=CC=CC=2)C2C=CC=CC=2)C=CC=CC=1.N(C(OC(C)C)=O)=NC(OC(C)C)=O. Product: [Cl:9][C:10]1[N:18]=[C:17]2[C:13]([N:14]=[CH:15][N:16]2[CH2:7][CH:4]2[CH2:5][CH2:6][O:1][CH2:2][CH2:3]2)=[C:12]([Cl:19])[N:11]=1. The catalyst class is: 1.